Predict the reactants needed to synthesize the given product. From a dataset of Full USPTO retrosynthesis dataset with 1.9M reactions from patents (1976-2016). Given the product [Cl:26][C:27]1[S:28][C:29]([B:12]2[O:13][C:14]([CH3:15])([CH3:16])[C:18]([CH3:19])([CH3:20])[O:17]2)=[CH:30][N:31]=1, predict the reactants needed to synthesize it. The reactants are: C(NC(C)C)(C)C.C(O[B:12]([O:17][CH:18]([CH3:20])[CH3:19])[O:13][CH:14]([CH3:16])[CH3:15])(C)C.C([Li])CCC.[Cl:26][C:27]1[S:28][CH:29]=[CH:30][N:31]=1.OC(C(O)(C)C)(C)C.C(O)(=O)C.